This data is from Full USPTO retrosynthesis dataset with 1.9M reactions from patents (1976-2016). The task is: Predict the reactants needed to synthesize the given product. Given the product [C:2]1([NH:1][C:35]([CH:32]2[CH2:33][CH2:34][N:29]([C:27]([C:10]3[N:11]=[C:12]4[C:17]([C:18]([F:21])([F:19])[F:20])=[CH:16][C:15]([C:22]5[CH:26]=[CH:25][O:24][CH:23]=5)=[CH:14][N:13]4[C:9]=3[Cl:8])=[O:28])[CH2:30][CH2:31]2)=[O:36])[CH:7]=[CH:6][CH:5]=[CH:4][CH:3]=1, predict the reactants needed to synthesize it. The reactants are: [NH2:1][C:2]1[CH:7]=[CH:6][CH:5]=[CH:4][CH:3]=1.[Cl:8][C:9]1[N:13]2[CH:14]=[C:15]([C:22]3[CH:26]=[CH:25][O:24][CH:23]=3)[CH:16]=[C:17]([C:18]([F:21])([F:20])[F:19])[C:12]2=[N:11][C:10]=1[C:27]([N:29]1[CH2:34][CH2:33][CH:32]([C:35](O)=[O:36])[CH2:31][CH2:30]1)=[O:28].CN(C(ON1N=NC2C=CC=NC1=2)=[N+](C)C)C.F[P-](F)(F)(F)(F)F.CCN(C(C)C)C(C)C.C([O-])(O)=O.[Na+].